Task: Predict hERG channel inhibition at various concentrations.. Dataset: hERG Central: cardiac toxicity at 1µM, 10µM, and general inhibition (1) The drug is CC(C)(C)OC(=O)NCCCCCc1nnc(SCC(=O)Nc2cccc(Cl)c2)o1. Results: hERG_inhib (hERG inhibition (general)): blocker. (2) The molecule is O=[N+]([O-])c1ccc(Cc2ccccn2)c([N+](=O)[O-])c1. Results: hERG_inhib (hERG inhibition (general)): blocker. (3) The molecule is CCOC(=O)Nc1cccc(NC(=O)c2cc(OC)cc(OC)c2)c1. Results: hERG_inhib (hERG inhibition (general)): blocker. (4) The molecule is COc1ccc(C(=O)Nc2ncc(C)s2)cc1S(=O)(=O)N1CCOCC1. Results: hERG_inhib (hERG inhibition (general)): blocker. (5) The compound is COc1ccc2c(C)c(CC(=O)N3CCN(C(=O)C4COc5ccccc5O4)CC3)c(=O)oc2c1C. Results: hERG_inhib (hERG inhibition (general)): blocker. (6) Results: hERG_inhib (hERG inhibition (general)): blocker. The drug is CC(C)Cn1c(N)c(C(=O)COC(=O)c2ccc([N+](=O)[O-])o2)c(=O)n(C)c1=O.